Dataset: Catalyst prediction with 721,799 reactions and 888 catalyst types from USPTO. Task: Predict which catalyst facilitates the given reaction. (1) Reactant: CN1CCC[C@H]1C(O)=O.C[O:11][C:12](=[O:35])[C@@H:13]1[CH2:17][CH2:16][CH2:15][N:14]1[C:18]([C:20]1[CH:21]=[CH:22][C:23]2[C:24]3[C:29]([C:30](=[O:34])[NH:31][C:32]=2[CH:33]=1)=[CH:28][CH:27]=[CH:26][CH:25]=3)=[O:19].[OH-].[Na+].Cl. Product: [O:34]=[C:30]1[C:29]2[C:24](=[CH:25][CH:26]=[CH:27][CH:28]=2)[C:23]2[CH:22]=[CH:21][C:20]([C:18]([N:14]3[CH2:15][CH2:16][CH2:17][C@H:13]3[C:12]([OH:35])=[O:11])=[O:19])=[CH:33][C:32]=2[NH:31]1. The catalyst class is: 135. (2) The catalyst class is: 10. Reactant: [CH3:1][O:2][C:3]1[CH:4]=[C:5]2[C:8](=[CH:9][C:10]=1[O:11][CH3:12])[C@@H:7]([CH2:13][NH:14][CH3:15])[CH2:6]2.BrC[CH2:18][OH:19].[C:20](=O)([O-])[O-].[K+].[K+]. Product: [CH3:1][O:2][C:3]1[CH:4]=[C:5]2[C:8](=[CH:9][C:10]=1[O:11][CH3:12])[C@@H:7]([CH2:13][N:14]([CH3:20])[CH2:15][CH2:18][OH:19])[CH2:6]2.